Dataset: Merck oncology drug combination screen with 23,052 pairs across 39 cell lines. Task: Regression. Given two drug SMILES strings and cell line genomic features, predict the synergy score measuring deviation from expected non-interaction effect. Drug 1: CCN(CC)CCNC(=O)c1c(C)[nH]c(C=C2C(=O)Nc3ccc(F)cc32)c1C. Drug 2: C#Cc1cccc(Nc2ncnc3cc(OCCOC)c(OCCOC)cc23)c1. Cell line: HT144. Synergy scores: synergy=6.29.